From a dataset of Peptide-MHC class II binding affinity with 134,281 pairs from IEDB. Regression. Given a peptide amino acid sequence and an MHC pseudo amino acid sequence, predict their binding affinity value. This is MHC class II binding data. (1) The peptide sequence is YVDEHLMCEIEGHHL. The MHC is HLA-DQA10201-DQB10202 with pseudo-sequence HLA-DQA10201-DQB10202. The binding affinity (normalized) is 0.412. (2) The peptide sequence is YHFDLSGIAFGSMAK. The MHC is DRB4_0101 with pseudo-sequence DRB4_0103. The binding affinity (normalized) is 0.160. (3) The peptide sequence is RGLKLATALSLSNKF. The MHC is DRB1_0401 with pseudo-sequence DRB1_0401. The binding affinity (normalized) is 0.745. (4) The peptide sequence is FKVAATAAATAPADD. The MHC is HLA-DQA10301-DQB10301 with pseudo-sequence HLA-DQA10301-DQB10301. The binding affinity (normalized) is 0.596. (5) The peptide sequence is TAQLRVVRYRDATLT. The MHC is H-2-IAd with pseudo-sequence H-2-IAd. The binding affinity (normalized) is 0.344. (6) The peptide sequence is ENVLISPVSILSTLS. The MHC is HLA-DQA10501-DQB10201 with pseudo-sequence HLA-DQA10501-DQB10201. The binding affinity (normalized) is 0.286. (7) The binding affinity (normalized) is 0.0413. The peptide sequence is VNYWFAPGAAAAPLS. The MHC is HLA-DPA10103-DPB10301 with pseudo-sequence HLA-DPA10103-DPB10301. (8) The peptide sequence is RNEVVNDVSTYASGK. The MHC is DRB4_0101 with pseudo-sequence DRB4_0103. The binding affinity (normalized) is 0.129. (9) The binding affinity (normalized) is 0.271. The MHC is DRB1_1101 with pseudo-sequence DRB1_1101. The peptide sequence is ITKGKVDPTDYFRNE. (10) The binding affinity (normalized) is 0.482. The MHC is DRB1_1501 with pseudo-sequence DRB1_1501. The peptide sequence is GELQIVDKIAAAFKI.